From a dataset of NCI-60 drug combinations with 297,098 pairs across 59 cell lines. Regression. Given two drug SMILES strings and cell line genomic features, predict the synergy score measuring deviation from expected non-interaction effect. (1) Drug 1: C1=CC(=CC=C1C#N)C(C2=CC=C(C=C2)C#N)N3C=NC=N3. Drug 2: CC1=C(C(=CC=C1)Cl)NC(=O)C2=CN=C(S2)NC3=CC(=NC(=N3)C)N4CCN(CC4)CCO. Cell line: UACC62. Synergy scores: CSS=1.70, Synergy_ZIP=0.568, Synergy_Bliss=1.39, Synergy_Loewe=-6.49, Synergy_HSA=-3.90. (2) Drug 1: CN1C(=O)N2C=NC(=C2N=N1)C(=O)N. Drug 2: CC1C(C(CC(O1)OC2CC(OC(C2O)C)OC3=CC4=CC5=C(C(=O)C(C(C5)C(C(=O)C(C(C)O)O)OC)OC6CC(C(C(O6)C)O)OC7CC(C(C(O7)C)O)OC8CC(C(C(O8)C)O)(C)O)C(=C4C(=C3C)O)O)O)O. Cell line: M14. Synergy scores: CSS=43.6, Synergy_ZIP=3.30, Synergy_Bliss=2.96, Synergy_Loewe=-46.6, Synergy_HSA=-1.84.